From a dataset of Forward reaction prediction with 1.9M reactions from USPTO patents (1976-2016). Predict the product of the given reaction. (1) Given the reactants [O:1]=[C:2]([CH3:9])[CH2:3][C:4]([O:6][CH2:7][CH3:8])=[O:5].[CH:10]1(Br)[CH2:14][CH2:13][CH2:12][CH2:11]1.[O-]CC.[Na+], predict the reaction product. The product is: [CH:10]1([CH:3]([C:2](=[O:1])[CH3:9])[C:4]([O:6][CH2:7][CH3:8])=[O:5])[CH2:14][CH2:13][CH2:12][CH2:11]1. (2) Given the reactants C(O)(C(F)(F)F)=O.COC1C=CC(C[O:15][C:16]2[CH:17]=[C:18]([CH3:24])[C:19]([CH:22]=[CH2:23])=[N:20][CH:21]=2)=CC=1, predict the reaction product. The product is: [CH3:24][C:18]1[CH:17]=[C:16]([OH:15])[CH:21]=[N:20][C:19]=1[CH:22]=[CH2:23]. (3) Given the reactants [OH:1][N:2]=[C:3](Cl)[C:4]1[CH:9]=[CH:8][CH:7]=[N:6][CH:5]=1.[C:11]([C:13]1[CH:18]=[CH:17][C:16]([F:19])=[CH:15][CH:14]=1)#[CH:12].N, predict the reaction product. The product is: [F:19][C:16]1[CH:17]=[CH:18][C:13]([C:11]2[O:1][N:2]=[C:3]([C:4]3[CH:5]=[N:6][CH:7]=[CH:8][CH:9]=3)[CH:12]=2)=[CH:14][CH:15]=1. (4) Given the reactants [N-:1]=[N+:2]=[N-:3].[Na+].Cl.C(N(CC)CC)C.[Cl:13][C:14]1[CH:19]=[CH:18][C:17]([N:20]2[C:28]([CH:29]([CH:41]3[CH2:46][CH2:45][CH2:44][CH2:43][CH2:42]3)[CH2:30][O:31][C:32]3[CH:39]=[CH:38][C:35]([C:36]#[N:37])=[CH:34][C:33]=3[F:40])=[C:27]3[C:22]([CH:23]=[CH:24][CH:25]=[CH:26]3)=[N:21]2)=[CH:16][CH:15]=1, predict the reaction product. The product is: [Cl:13][C:14]1[CH:19]=[CH:18][C:17]([N:20]2[C:28]([CH:29]([CH:41]3[CH2:46][CH2:45][CH2:44][CH2:43][CH2:42]3)[CH2:30][O:31][C:32]3[CH:39]=[CH:38][C:35]([C:36]4[N:1]=[N:2][NH:3][N:37]=4)=[CH:34][C:33]=3[F:40])=[C:27]3[C:22]([CH:23]=[CH:24][CH:25]=[CH:26]3)=[N:21]2)=[CH:16][CH:15]=1. (5) Given the reactants C(=O)([O-])[O-].[K+].[K+].[OH:7][C:8]1[CH:9]=[C:10]([CH:20]=[C:21]([O:23][C@@H:24]([CH3:27])[CH2:25][OH:26])[CH:22]=1)[C:11]([NH:13][C:14]1[S:15][C:16]([CH3:19])=[CH:17][N:18]=1)=[O:12].[F:28][C:29]1[CH:30]=[C:31]([CH:38]=[CH:39][C:40]=1F)[C:32]([N:34]1[CH2:37][CH2:36][CH2:35]1)=[O:33], predict the reaction product. The product is: [N:34]1([C:32]([C:31]2[CH:38]=[CH:39][C:40]([O:7][C:8]3[CH:9]=[C:10]([CH:20]=[C:21]([O:23][C@@H:24]([CH3:27])[CH2:25][OH:26])[CH:22]=3)[C:11]([NH:13][C:14]3[S:15][C:16]([CH3:19])=[CH:17][N:18]=3)=[O:12])=[C:29]([F:28])[CH:30]=2)=[O:33])[CH2:37][CH2:36][CH2:35]1. (6) The product is: [CH3:23][C@H:24]1[NH:25][CH2:26][CH2:27][N:28]([C@H:10]([C:4]2[CH:3]=[C:2]([F:1])[C:7]([F:8])=[C:6]([F:9])[CH:5]=2)[CH3:12])[CH2:29]1. Given the reactants [F:1][C:2]1[CH:3]=[C:4]([C@@H:10]([CH3:12])O)[CH:5]=[C:6]([F:9])[C:7]=1[F:8].CS(Cl)(=O)=O.S([O-])(=O)(=O)C.[CH3:23][C@@H:24]1[CH2:29][NH:28][CH2:27][CH2:26][NH:25]1.CC1(C)CCCC(C)(C)N1, predict the reaction product.